Dataset: Reaction yield outcomes from USPTO patents with 853,638 reactions. Task: Predict the reaction yield, written as a fraction of the theoretical maximum amount of product (1.0 means a 100% yield; for example, 0.34 means a 34% yield). (1) The reactants are [N+:1]([C:4]1[CH:9]=[C:8]([N+:10]([O-])=O)[CH:7]=[CH:6][C:5]=1[CH2:13][CH2:14][C:15]([O:17]CC)=O)([O-])=O. The catalyst is [Pd].CO. The product is [NH2:10][C:8]1[CH:9]=[C:4]2[C:5]([CH2:13][CH2:14][C:15](=[O:17])[NH:1]2)=[CH:6][CH:7]=1. The yield is 0.550. (2) The reactants are [NH2:1][CH:2]([C:5]1[CH:10]=[CH:9][CH:8]=[CH:7][C:6]=1[O:11][C:12]1[CH:17]=[CH:16][CH:15]=[CH:14][CH:13]=1)[C:3]#[N:4].[C:18]([O:24][CH2:25][CH3:26])(=[O:23])[CH2:19][C:20]([CH3:22])=O.C([O-])(O)=O.[Na+]. The catalyst is C1(C)C=CC=CC=1.C1(C)C=CC(S(O)(=O)=O)=CC=1. The product is [C:3]([CH:2]([NH:1]/[C:20](/[CH3:22])=[CH:19]/[C:18]([O:24][CH2:25][CH3:26])=[O:23])[C:5]1[CH:10]=[CH:9][CH:8]=[CH:7][C:6]=1[O:11][C:12]1[CH:17]=[CH:16][CH:15]=[CH:14][CH:13]=1)#[N:4]. The yield is 0.980. (3) The reactants are [O:1]=[C:2]1[C:7]([CH2:8][C:9]2[CH:14]=[CH:13][C:12]([C:15]3[C:16]([C:21]#[N:22])=[CH:17][CH:18]=[CH:19][CH:20]=3)=[CH:11][CH:10]=2)=[C:6]([CH2:23][CH2:24][CH3:25])[N:5]2[N:26]=[CH:27][N:28]=[C:4]2[N:3]1[CH:29]1[CH2:34][CH2:33][C:32](=[O:35])[CH2:31][CH2:30]1.CO.[BH4-].[Na+]. The catalyst is O1CCCC1. The product is [OH:35][C@H:32]1[CH2:33][CH2:34][C@H:29]([N:3]2[C:2](=[O:1])[C:7]([CH2:8][C:9]3[CH:14]=[CH:13][C:12]([C:15]4[C:16]([C:21]#[N:22])=[CH:17][CH:18]=[CH:19][CH:20]=4)=[CH:11][CH:10]=3)=[C:6]([CH2:23][CH2:24][CH3:25])[N:5]3[N:26]=[CH:27][N:28]=[C:4]23)[CH2:30][CH2:31]1. The yield is 0.580.